From a dataset of Catalyst prediction with 721,799 reactions and 888 catalyst types from USPTO. Predict which catalyst facilitates the given reaction. (1) Reactant: [Br:1][C:2]1[CH:7]=[CH:6][C:5]([S:8](Cl)(=[O:10])=[O:9])=[C:4]([CH3:12])[CH:3]=1.[CH2:13]([N:15](C(C)C)[CH:16](C)C)[CH3:14].CNCC. Product: [Br:1][C:2]1[CH:7]=[CH:6][C:5]([S:8]([N:15]([CH2:13][CH3:14])[CH3:16])(=[O:10])=[O:9])=[C:4]([CH3:12])[CH:3]=1. The catalyst class is: 2. (2) Reactant: [NH2:1][C:2]1[CH:3]=[C:4]([CH:19]=[CH:20][C:21]=1[O:22][CH:23]1[CH2:25][CH2:24]1)[C:5]([NH:7][C:8]1[S:9][C:10]([C:13]2[CH:18]=[CH:17][CH:16]=[CH:15][CH:14]=2)=[N:11][N:12]=1)=[O:6].C(N(C(C)C)C(C)C)C.Cl.[N:36]1([C:42]2([C:45](O)=[O:46])[CH2:44][CH2:43]2)[CH2:41][CH2:40][O:39][CH2:38][CH2:37]1.C1CN([P+](ON2N=NC3C=CC=CC2=3)(N2CCCC2)N2CCCC2)CC1.F[P-](F)(F)(F)(F)F. Product: [CH:23]1([O:22][C:21]2[CH:20]=[CH:19][C:4]([C:5]([NH:7][C:8]3[S:9][C:10]([C:13]4[CH:18]=[CH:17][CH:16]=[CH:15][CH:14]=4)=[N:11][N:12]=3)=[O:6])=[CH:3][C:2]=2[NH:1][C:45]([C:42]2([N:36]3[CH2:41][CH2:40][O:39][CH2:38][CH2:37]3)[CH2:44][CH2:43]2)=[O:46])[CH2:24][CH2:25]1. The catalyst class is: 3. (3) Reactant: [Mg].Br[CH2:3][CH:4]1[CH2:6][CH2:5]1.[Br:7][C:8]1[CH:9]=[C:10]([CH:17]=[CH:18][CH:19]=1)[C:11](N(OC)C)=[O:12]. Product: [Br:7][C:8]1[CH:9]=[C:10]([C:11](=[O:12])[CH2:6][CH2:5][CH:4]=[CH2:3])[CH:17]=[CH:18][CH:19]=1. The catalyst class is: 1.